The task is: Predict the reactants needed to synthesize the given product.. This data is from Full USPTO retrosynthesis dataset with 1.9M reactions from patents (1976-2016). (1) Given the product [F:29][C:30]1[CH:38]=[CH:37][C:33]([C:34]([N:16]2[CH2:17][CH2:18][CH2:19][C@H:14]([C:11]3[N:10]=[C:9]([C:6]4[NH:7][CH:8]=[C:4]([C:3]([F:20])([F:2])[F:21])[N:5]=4)[O:13][N:12]=3)[CH2:15]2)=[O:35])=[CH:32][CH:31]=1, predict the reactants needed to synthesize it. The reactants are: Cl.[F:2][C:3]([F:21])([F:20])[C:4]1[N:5]=[C:6]([C:9]2[O:13][N:12]=[C:11]([C@H:14]3[CH2:19][CH2:18][CH2:17][NH:16][CH2:15]3)[N:10]=2)[NH:7][CH:8]=1.C(N(CC)CC)C.[F:29][C:30]1[CH:38]=[CH:37][C:33]([C:34](Cl)=[O:35])=[CH:32][CH:31]=1. (2) Given the product [F:12][C:6]([F:11])([S:7]([O-:10])(=[O:9])=[O:8])[C:5]([F:14])([F:13])[C:4]([F:15])([F:16])[C:3]([F:2])([F:21])[S:17]([O-:20])(=[O:18])=[O:19].[C:31]([C:35]1[CH:40]=[CH:39][C:38]([S+:41]([C:42]2[CH:47]=[CH:46][C:45]([C:48]([CH3:51])([CH3:50])[CH3:49])=[CH:44][CH:43]=2)[C:52]2[CH:57]=[CH:56][C:55]([C:58]([CH3:60])([CH3:61])[CH3:59])=[CH:54][CH:53]=2)=[CH:37][CH:36]=1)([CH3:32])([CH3:33])[CH3:34].[C:31]([C:35]1[CH:40]=[CH:39][C:38]([S+:41]([C:42]2[CH:47]=[CH:46][C:45]([C:48]([CH3:51])([CH3:50])[CH3:49])=[CH:44][CH:43]=2)[C:52]2[CH:57]=[CH:56][C:55]([C:58]([CH3:60])([CH3:61])[CH3:59])=[CH:54][CH:53]=2)=[CH:37][CH:36]=1)([CH3:32])([CH3:33])[CH3:34], predict the reactants needed to synthesize it. The reactants are: [K+].[F:2][C:3]([F:21])([S:17]([O-:20])(=[O:19])=[O:18])[C:4]([F:16])([F:15])[C:5]([F:14])([F:13])[C:6]([F:12])([F:11])[S:7]([O-:10])(=[O:9])=[O:8].[K+].[O-]S(C(F)(F)F)(=O)=O.[C:31]([C:35]1[CH:40]=[CH:39][C:38]([S+:41]([C:52]2[CH:57]=[CH:56][C:55]([C:58]([CH3:61])([CH3:60])[CH3:59])=[CH:54][CH:53]=2)[C:42]2[CH:47]=[CH:46][C:45]([C:48]([CH3:51])([CH3:50])[CH3:49])=[CH:44][CH:43]=2)=[CH:37][CH:36]=1)([CH3:34])([CH3:33])[CH3:32]. (3) Given the product [CH3:1][O:2][C:3]1[CH:4]=[C:5]([CH:9]([C:13]2[CH:18]=[CH:17][CH:16]=[CH:15][N:14]=2)[CH2:10][C:11]2[NH:34][CH2:30][CH:31]([CH3:32])[N:12]=2)[CH:6]=[CH:7][CH:8]=1, predict the reactants needed to synthesize it. The reactants are: [CH3:1][O:2][C:3]1[CH:4]=[C:5]([CH:9]([C:13]2[CH:18]=[CH:17][CH:16]=[CH:15][N:14]=2)[CH2:10][C:11]#[N:12])[CH:6]=[CH:7][CH:8]=1.CC1C=CC(S([O-])(=O)=O)=CC=1.[CH2:30]([NH2:34])[CH:31](N)[CH3:32].